Dataset: Forward reaction prediction with 1.9M reactions from USPTO patents (1976-2016). Task: Predict the product of the given reaction. Given the reactants [C:1]([O:5][C:6]([N:8]1[CH2:12][CH:11]([O:13][C:14]2[C:23]3[C:18](=[CH:19][C:20]([O:24][CH3:25])=[CH:21][CH:22]=3)[N:17]=[C:16]([C:26]3[N:27]=[C:28]([NH:31][CH:32]([CH3:34])[CH3:33])[S:29][CH:30]=3)[CH:15]=2)[CH2:10][CH:9]1[C:35]([OH:37])=O)=[O:7])([CH3:4])([CH3:3])[CH3:2].[CH2:38]([O:40][C:41]([C:43]1([NH2:48])[CH2:45][CH:44]1[CH:46]=[CH2:47])=[O:42])[CH3:39], predict the reaction product. The product is: [C:1]([O:5][C:6]([N:8]1[CH2:12][CH:11]([O:13][C:14]2[C:23]3[C:18](=[CH:19][C:20]([O:24][CH3:25])=[CH:21][CH:22]=3)[N:17]=[C:16]([C:26]3[N:27]=[C:28]([NH:31][CH:32]([CH3:33])[CH3:34])[S:29][CH:30]=3)[CH:15]=2)[CH2:10][CH:9]1[C:35](=[O:37])[NH:48][C:43]1([C:41]([O:40][CH2:38][CH3:39])=[O:42])[CH2:45][CH:44]1[CH:46]=[CH2:47])=[O:7])([CH3:4])([CH3:2])[CH3:3].